Dataset: Full USPTO retrosynthesis dataset with 1.9M reactions from patents (1976-2016). Task: Predict the reactants needed to synthesize the given product. (1) Given the product [Br:10][C:11]1[CH:16]=[CH:15][C:14]([O:17][C:2]2[C:3]([C:8]#[N:9])=[N:4][CH:5]=[CH:6][CH:7]=2)=[CH:13][CH:12]=1, predict the reactants needed to synthesize it. The reactants are: Cl[C:2]1[C:3]([C:8]#[N:9])=[N:4][CH:5]=[CH:6][CH:7]=1.[Br:10][C:11]1[CH:16]=[CH:15][C:14]([OH:17])=[CH:13][CH:12]=1.C(=O)([O-])[O-].[Cs+].[Cs+].O. (2) Given the product [OH:45][C@H:42]1[CH2:41][CH2:40][C@H:39]([C:31]2[CH:30]=[CH:29][C:28]([NH:27][C:2]3[C:7]([C:8]([F:9])([F:11])[F:10])=[CH:6][N:5]=[C:4]([NH:12][C:13]4[CH:18]=[CH:17][C:16]([CH2:19][P:20]5(=[O:26])[O:25][CH2:24][CH2:23][CH2:22][O:21]5)=[CH:15][CH:14]=4)[N:3]=3)=[C:36]3[C:32]=2[CH2:33][N:34]([CH3:38])[C:35]3=[O:37])[CH2:44][CH2:43]1, predict the reactants needed to synthesize it. The reactants are: Cl[C:2]1[C:7]([C:8]([F:11])([F:10])[F:9])=[CH:6][N:5]=[C:4]([NH:12][C:13]2[CH:18]=[CH:17][C:16]([CH2:19][P:20]3(=[O:26])[O:25][CH2:24][CH2:23][CH2:22][O:21]3)=[CH:15][CH:14]=2)[N:3]=1.[NH2:27][C:28]1[CH:29]=[CH:30][C:31]([CH:39]2[CH2:44][CH2:43][CH:42]([OH:45])[CH2:41][CH2:40]2)=[C:32]2[C:36]=1[C:35](=[O:37])[N:34]([CH3:38])[CH2:33]2. (3) Given the product [Cl:39][C:38]1[N:24]2[CH:25]=[C:26]([C:33]3[CH:37]=[CH:36][O:35][CH:34]=3)[CH:27]=[C:28]([C:29]([F:31])([F:30])[F:32])[C:23]2=[N:22][C:21]=1[CH:19]=[O:20], predict the reactants needed to synthesize it. The reactants are: C(OC(=O)NC1C(C2C=CC=CC=2)CN([C:19]([C:21]2[N:22]=[C:23]3[C:28]([C:29]([F:32])([F:31])[F:30])=[CH:27][C:26]([C:33]4[CH:37]=[CH:36][O:35][CH:34]=4)=[CH:25][N:24]3[C:38]=2[Cl:39])=[O:20])C1)(C)(C)C.Cl. (4) Given the product [NH2:1][C:2]1[CH:9]=[CH:8][C:7]([B:11]2[O:15][C:14]([CH3:17])([CH3:16])[C:13]([CH3:19])([CH3:18])[O:12]2)=[CH:6][C:3]=1[C:4]#[N:5], predict the reactants needed to synthesize it. The reactants are: [NH2:1][C:2]1[CH:9]=[CH:8][C:7](Br)=[CH:6][C:3]=1[C:4]#[N:5].[B:11]1([B:11]2[O:15][C:14]([CH3:17])([CH3:16])[C:13]([CH3:19])([CH3:18])[O:12]2)[O:15][C:14]([CH3:17])([CH3:16])[C:13]([CH3:19])([CH3:18])[O:12]1.C([O-])(=O)C.[K+].